Predict hERG channel inhibition at various concentrations. From a dataset of hERG Central: cardiac toxicity at 1µM, 10µM, and general inhibition. (1) The drug is Cc1nn(-c2ccccc2)c2nc(-c3ccncc3)cc(C(=O)NCc3ccco3)c12. Results: hERG_inhib (hERG inhibition (general)): blocker. (2) The drug is CC1=C(C(=O)OCc2ccccc2)C(c2ccccc2-c2ccccc2)NC(=O)N1CCCCCC(=O)O. Results: hERG_inhib (hERG inhibition (general)): blocker. (3) The drug is CC(=C1C(=O)c2ccccc2C1=O)N1CCN(C/C=C/c2ccccc2)CC1. Results: hERG_inhib (hERG inhibition (general)): blocker. (4) The drug is Cl.O=C(NC1CCN(Cc2ccccc2)CC1)c1cccc(OC(F)F)c1. Results: hERG_inhib (hERG inhibition (general)): blocker. (5) The drug is O=C1CC(N2CCN(C3CCc4ccccc4C3)CC2)C(=O)N1c1ccccc1. Results: hERG_inhib (hERG inhibition (general)): blocker. (6) The compound is O=C(CN1CCN(C(=O)c2ccco2)CC1)NCc1ccc(Cl)cc1. Results: hERG_inhib (hERG inhibition (general)): blocker.